From a dataset of Reaction yield outcomes from USPTO patents with 853,638 reactions. Predict the reaction yield, written as a fraction of the theoretical maximum amount of product (1.0 means a 100% yield; for example, 0.34 means a 34% yield). (1) The yield is 0.640. The reactants are [Cl:1][C:2]1[CH:11]=[C:10]([C:12](=[O:22])[CH:13]=[CH:14][C:15]2[CH:20]=[CH:19][CH:18]=[C:17]([OH:21])[CH:16]=2)[CH:9]=[CH:8][C:3]=1[C:4]([O:6][CH3:7])=[O:5]. The product is [Cl:1][C:2]1[CH:11]=[C:10]([C:12](=[O:22])[CH2:13][CH2:14][C:15]2[CH:20]=[CH:19][CH:18]=[C:17]([OH:21])[CH:16]=2)[CH:9]=[CH:8][C:3]=1[C:4]([O:6][CH3:7])=[O:5].[Cl:1][C:2]1[CH:11]=[C:10]([CH:12]([OH:22])[CH2:13][CH2:14][C:15]2[CH:20]=[CH:19][CH:18]=[C:17]([OH:21])[CH:16]=2)[CH:9]=[CH:8][C:3]=1[C:4]([O:6][CH3:7])=[O:5]. The catalyst is C(OCC)(=O)C.[Pd]. (2) The reactants are I.[Br:2][C:3]1[CH:4]=[C:5]2[C:10]([NH:11][C@H:12]3[C@@H:16]([CH2:17][F:18])[CH2:15][NH:14][CH2:13]3)=[C:9]([C:19]([NH2:21])=[O:20])[CH:8]=[N:7][N:6]2[CH:22]=1.CCN(CC)CC.[CH3:30][S:31](Cl)(=[O:33])=[O:32].CCOC(C)=O. The catalyst is CN(C=O)C. The product is [Br:2][C:3]1[CH:4]=[C:5]2[C:10]([NH:11][C@H:12]3[C@@H:16]([CH2:17][F:18])[CH2:15][N:14]([S:31]([CH3:30])(=[O:33])=[O:32])[CH2:13]3)=[C:9]([C:19]([NH2:21])=[O:20])[CH:8]=[N:7][N:6]2[CH:22]=1. The yield is 0.900. (3) The reactants are [N:1]1[CH:6]=[CH:5][CH:4]=[C:3]([S:7]([OH:10])(=O)=[O:8])[CH:2]=1.P(Cl)(Cl)(Cl)(Cl)[Cl:12].P(Cl)(Cl)(Cl)=O. The catalyst is C(Cl)(Cl)Cl. The product is [N:1]1[CH:6]=[CH:5][CH:4]=[C:3]([S:7]([Cl:12])(=[O:10])=[O:8])[CH:2]=1. The yield is 0.840. (4) The reactants are [Br:1][C:2]1[CH:3]=[CH:4][C:5]([F:12])=[C:6]([CH:11]=1)[C:7]([NH:9][CH3:10])=O.COC1C=CC(P2(SP(C3C=CC(OC)=CC=3)(=S)S2)=[S:22])=CC=1. The catalyst is C1(C)C=CC=CC=1. The product is [Br:1][C:2]1[CH:3]=[CH:4][C:5]([F:12])=[C:6]([CH:11]=1)[C:7](=[S:22])[NH:9][CH3:10]. The yield is 0.920. (5) The reactants are [C:1]1([CH2:11][NH:12][C:13](=[O:24])[NH:14][O:15][CH2:16][C:17]([O:19]C(C)(C)C)=[O:18])[C:10]2[C:5](=[CH:6][CH:7]=[CH:8][CH:9]=2)[CH:4]=[CH:3][CH:2]=1.Cl.O1CCOCC1. No catalyst specified. The product is [C:1]1([CH2:11][NH:12][C:13](=[O:24])[NH:14][O:15][CH2:16][C:17]([OH:19])=[O:18])[C:10]2[C:5](=[CH:6][CH:7]=[CH:8][CH:9]=2)[CH:4]=[CH:3][CH:2]=1. The yield is 1.00. (6) The reactants are [S:1]1[CH2:5][CH2:4][N:3]2[C:6]3[CH:12]=[CH:11][C:10](C=O)=[CH:9][C:7]=3[N:8]=[C:2]12.[Br-].[Mg+2].[Br-].[N+:18]([C:21]1[CH:39]=[CH:38][C:24]([CH2:25][O:26][C:27]([C:29]2[N:30]3[CH:33]([S:34][CH:35]=2)[CH:32]([Br:36])[C:31]3=[O:37])=[O:28])=[CH:23][CH:22]=1)([O-:20])=[O:19].[C:40]([O:43][C:44](=O)C)(=[O:42])[CH3:41]. The catalyst is C(OCC)(=O)C.C(N(CC)CC)C.C1COCC1.C(#N)C. The product is [N+:18]([C:21]1[CH:39]=[CH:38][C:24]([CH2:25][O:26][C:27]([C:29]2[N:30]3[CH:33]([S:34][CH:35]=2)[C:32]([CH:44]([O:43][C:40](=[O:42])[CH3:41])[C:11]2[CH:10]=[CH:9][C:7]4[N:8]=[C:2]5[N:3]([C:6]=4[CH:12]=2)[CH2:4][CH2:5][S:1]5)([Br:36])[C:31]3=[O:37])=[O:28])=[CH:23][CH:22]=1)([O-:20])=[O:19]. The yield is 0.540.